This data is from Catalyst prediction with 721,799 reactions and 888 catalyst types from USPTO. The task is: Predict which catalyst facilitates the given reaction. Reactant: [F:1][C:2]1[CH:10]=[C:9]2[C:5]([CH:6]=[CH:7][N:8]2[S:11]([C:14]2[CH:19]=[CH:18][C:17]([O:20][CH2:21][C:22]([F:25])([F:24])[F:23])=[C:16]([N:26]3[CH2:31][CH2:30][NH:29][CH2:28][CH2:27]3)[CH:15]=2)(=[O:13])=[O:12])=[CH:4][CH:3]=1.[C:32]([BH3-])#N.[Na+].C=O. Product: [F:1][C:2]1[CH:10]=[C:9]2[C:5]([CH:6]=[CH:7][N:8]2[S:11]([C:14]2[CH:19]=[CH:18][C:17]([O:20][CH2:21][C:22]([F:23])([F:24])[F:25])=[C:16]([N:26]3[CH2:27][CH2:28][N:29]([CH3:32])[CH2:30][CH2:31]3)[CH:15]=2)(=[O:13])=[O:12])=[CH:4][CH:3]=1. The catalyst class is: 5.